From a dataset of NCI-60 drug combinations with 297,098 pairs across 59 cell lines. Regression. Given two drug SMILES strings and cell line genomic features, predict the synergy score measuring deviation from expected non-interaction effect. (1) Drug 1: CCC1=CC2CC(C3=C(CN(C2)C1)C4=CC=CC=C4N3)(C5=C(C=C6C(=C5)C78CCN9C7C(C=CC9)(C(C(C8N6C)(C(=O)OC)O)OC(=O)C)CC)OC)C(=O)OC.C(C(C(=O)O)O)(C(=O)O)O. Drug 2: CC1C(C(=O)NC(C(=O)N2CCCC2C(=O)N(CC(=O)N(C(C(=O)O1)C(C)C)C)C)C(C)C)NC(=O)C3=C4C(=C(C=C3)C)OC5=C(C(=O)C(=C(C5=N4)C(=O)NC6C(OC(=O)C(N(C(=O)CN(C(=O)C7CCCN7C(=O)C(NC6=O)C(C)C)C)C)C(C)C)C)N)C. Cell line: HOP-62. Synergy scores: CSS=14.0, Synergy_ZIP=-4.35, Synergy_Bliss=3.68, Synergy_Loewe=4.03, Synergy_HSA=4.46. (2) Drug 1: C1=CC(=CC=C1CCCC(=O)O)N(CCCl)CCCl. Drug 2: C1=CC=C(C(=C1)C(C2=CC=C(C=C2)Cl)C(Cl)Cl)Cl. Cell line: 786-0. Synergy scores: CSS=44.9, Synergy_ZIP=-1.83, Synergy_Bliss=-8.37, Synergy_Loewe=-6.18, Synergy_HSA=-8.13. (3) Drug 1: C1=C(C(=O)NC(=O)N1)F. Drug 2: CS(=O)(=O)CCNCC1=CC=C(O1)C2=CC3=C(C=C2)N=CN=C3NC4=CC(=C(C=C4)OCC5=CC(=CC=C5)F)Cl. Cell line: TK-10. Synergy scores: CSS=31.6, Synergy_ZIP=-2.42, Synergy_Bliss=-1.44, Synergy_Loewe=3.01, Synergy_HSA=4.23. (4) Drug 1: CS(=O)(=O)OCCCCOS(=O)(=O)C. Drug 2: C1CNP(=O)(OC1)N(CCCl)CCCl. Cell line: NCIH23. Synergy scores: CSS=12.2, Synergy_ZIP=-3.65, Synergy_Bliss=2.68, Synergy_Loewe=-1.75, Synergy_HSA=1.89.